This data is from Catalyst prediction with 721,799 reactions and 888 catalyst types from USPTO. The task is: Predict which catalyst facilitates the given reaction. Reactant: [NH2:1][C@@H:2]1[C:11]2[C:6](=[CH:7][CH:8]=[CH:9][CH:10]=2)[C@H:5]([OH:12])[CH2:4][CH2:3]1.[H-].[Na+].F[C:16]1[CH:17]=[CH:18][C:19]2[N:20]([C:22]([C@:25]3([CH2:31][O:32][Si:33]([CH:40]([CH3:42])[CH3:41])([CH:37]([CH3:39])[CH3:38])[CH:34]([CH3:36])[CH3:35])[CH2:29][CH2:28][CH2:27][N:26]3[CH3:30])=[N:23][N:24]=2)[CH:21]=1. Product: [CH3:30][N:26]1[CH2:27][CH2:28][CH2:29][C@:25]1([C:22]1[N:20]2[CH:21]=[C:16]([O:12][C@H:5]3[C:6]4[C:11](=[CH:10][CH:9]=[CH:8][CH:7]=4)[C@@H:2]([NH2:1])[CH2:3][CH2:4]3)[CH:17]=[CH:18][C:19]2=[N:24][N:23]=1)[CH2:31][O:32][Si:33]([CH:37]([CH3:39])[CH3:38])([CH:34]([CH3:35])[CH3:36])[CH:40]([CH3:41])[CH3:42]. The catalyst class is: 31.